Dataset: Forward reaction prediction with 1.9M reactions from USPTO patents (1976-2016). Task: Predict the product of the given reaction. (1) Given the reactants [CH2:1]([NH:5][C:6]1[CH:7]=[CH:8][C:9]2[N:10]([C:12]([C:15]3[CH:23]=[CH:22][C:18]([C:19](O)=[O:20])=[CH:17][CH:16]=3)=[CH:13][N:14]=2)[N:11]=1)[CH2:2][CH2:3][CH3:4].[N:24]1([C:30]([O:32][C:33]([CH3:36])([CH3:35])[CH3:34])=[O:31])[CH2:29][CH2:28][NH:27][CH2:26][CH2:25]1.C(N=C=NCCCN(C)C)C, predict the reaction product. The product is: [CH2:1]([NH:5][C:6]1[CH:7]=[CH:8][C:9]2[N:10]([C:12]([C:15]3[CH:16]=[CH:17][C:18]([C:19]([N:27]4[CH2:28][CH2:29][N:24]([C:30]([O:32][C:33]([CH3:36])([CH3:35])[CH3:34])=[O:31])[CH2:25][CH2:26]4)=[O:20])=[CH:22][CH:23]=3)=[CH:13][N:14]=2)[N:11]=1)[CH2:2][CH2:3][CH3:4]. (2) Given the reactants [NH:1]1[CH2:6][CH2:5][NH:4][CH2:3][CH2:2]1.C(N(CC)C(C)C)(C)C.F[C:17]1[CH:22]=[CH:21][C:20]([N+:23]([O-:25])=[O:24])=[CH:19][C:18]=1[CH3:26].O, predict the reaction product. The product is: [CH3:26][C:18]1[CH:19]=[C:20]([N+:23]([O-:25])=[O:24])[CH:21]=[CH:22][C:17]=1[N:1]1[CH2:6][CH2:5][NH:4][CH2:3][CH2:2]1. (3) Given the reactants O.[OH-].[Li+].[CH3:4][O:5][C:6]1[CH:7]=[C:8]([CH:11]=[CH:12][C:13]=1[N:14]1[C:18]([CH3:19])=[N:17][N:16]=[N:15]1)[CH:9]=O.[F:20][C:21]1[CH:26]=[CH:25][C:24]([C@@H:27]([N:29]2[CH2:34][CH2:33][CH2:32][CH:31](P(=O)(OCC)OCC)[C:30]2=[O:43])[CH3:28])=[CH:23][CH:22]=1.C(O)C, predict the reaction product. The product is: [F:20][C:21]1[CH:22]=[CH:23][C:24]([C@@H:27]([N:29]2[CH2:34][CH2:33][CH2:32]/[C:31](=[CH:9]\[C:8]3[CH:11]=[CH:12][C:13]([N:14]4[C:18]([CH3:19])=[N:17][N:16]=[N:15]4)=[C:6]([O:5][CH3:4])[CH:7]=3)/[C:30]2=[O:43])[CH3:28])=[CH:25][CH:26]=1. (4) Given the reactants [O:1]=[C:2]1[N:6](C(OCC2C=CC=CC=2)=O)[C@H:5]([C:17]([O:19][C:20]([CH3:23])([CH3:22])[CH3:21])=[O:18])[CH2:4][C@H:3]1[CH2:24]/[CH:25]=[CH:26]/[C:27]1[CH:32]=[CH:31][CH:30]=[CH:29][CH:28]=1, predict the reaction product. The product is: [O:1]=[C:2]1[NH:6][C@H:5]([C:17]([O:19][C:20]([CH3:23])([CH3:22])[CH3:21])=[O:18])[CH2:4][C@H:3]1[CH2:24][CH2:25][CH2:26][C:27]1[CH:28]=[CH:29][CH:30]=[CH:31][CH:32]=1. (5) Given the reactants C(O[C:5](=[O:7])[CH3:6])(=O)C.[NH2:8][C:9]1[CH:10]=[CH:11][C:12]2[N:32]([CH:33]=1)[C:15]1[N:16]([C:25]3[CH:26]=[N:27][C:28]([Cl:31])=[CH:29][CH:30]=3)[C:17](=[O:24])[C:18]3[C:23]([C:14]=1[N:13]=2)=[CH:22][CH:21]=[CH:20][CH:19]=3.C(N(CC)CC)C, predict the reaction product. The product is: [Cl:31][C:28]1[N:27]=[CH:26][C:25]([N:16]2[C:15]3[N:32]4[CH:33]=[C:9]([NH:8][C:5](=[O:7])[CH3:6])[CH:10]=[CH:11][C:12]4=[N:13][C:14]=3[C:23]3[C:18](=[CH:19][CH:20]=[CH:21][CH:22]=3)[C:17]2=[O:24])=[CH:30][CH:29]=1. (6) Given the reactants [OH:1][CH2:2][CH:3]1[CH2:17][C:7]2[C:8]3[CH:14]=[C:13]([C:15]#[N:16])[CH:12]=[CH:11][C:9]=3[S:10][C:6]=2[CH2:5][CH2:4]1.C(O)(C(F)(F)F)=O.CC(OI1(OC(C)=O)(OC(C)=O)OC(=O)C2C=CC=CC1=2)=O.[OH-].[Na+], predict the reaction product. The product is: [CH:2]([CH:3]1[CH2:17][C:7]2[C:8]3[CH:14]=[C:13]([C:15]#[N:16])[CH:12]=[CH:11][C:9]=3[S:10][C:6]=2[CH2:5][CH2:4]1)=[O:1]. (7) Given the reactants [CH3:1][O:2][C:3]1[CH:4]=[C:5]2[C:10](=[CH:11][C:12]=1[O:13][CH3:14])[N:9]=[CH:8][N:7]=[C:6]2[O:15][C:16]1[CH:17]=[CH:18][C:19]([CH2:22][C:23](O)=[O:24])=[N:20][CH:21]=1.[NH2:26][C:27]1[CH:36]=[C:35]2[C:30]([CH2:31][CH2:32][CH2:33][NH:34]2)=[CH:29][CH:28]=1.C(N(C(C)C)CC)(C)C.F[P-](F)(F)(F)(F)F.N1(OC(N(C)C)=[N+](C)C)C2N=CC=CC=2N=N1, predict the reaction product. The product is: [NH:34]1[C:35]2[C:30](=[CH:29][CH:28]=[C:27]([NH:26][C:23](=[O:24])[CH2:22][C:19]3[CH:18]=[CH:17][C:16]([O:15][C:6]4[C:5]5[C:10](=[CH:11][C:12]([O:13][CH3:14])=[C:3]([O:2][CH3:1])[CH:4]=5)[N:9]=[CH:8][N:7]=4)=[CH:21][N:20]=3)[CH:36]=2)[CH2:31][CH2:32][CH2:33]1. (8) Given the reactants [CH3:1][C:2]1[CH:7]=[C:6]([C:8]2[N:12]=[C:11]([NH2:13])[S:10][CH:9]=2)[CH:5]=[CH:4][C:3]=1[F:14].[Cl:15][C:16]1[CH:21]=[C:20]([Cl:22])[CH:19]=[C:18]([Cl:23])[C:17]=1[S:24](Cl)(=[O:26])=[O:25], predict the reaction product. The product is: [Cl:15][C:16]1[CH:21]=[C:20]([Cl:22])[CH:19]=[C:18]([Cl:23])[C:17]=1[S:24]([NH:13][C:11]1[S:10][CH:9]=[C:8]([C:6]2[CH:5]=[CH:4][C:3]([F:14])=[C:2]([CH3:1])[CH:7]=2)[N:12]=1)(=[O:26])=[O:25].